This data is from Catalyst prediction with 721,799 reactions and 888 catalyst types from USPTO. The task is: Predict which catalyst facilitates the given reaction. (1) Reactant: B(Br)(Br)Br.[Cl:5][C:6]1[CH:11]=[C:10]([C:12]2([C:22]3[CH:27]=[CH:26][CH:25]=[C:24]([O:28]C)[CH:23]=3)[C:20]3[C:15](=[CH:16][CH:17]=[CH:18][CH:19]=3)[C:14]([NH2:21])=[N:13]2)[CH:9]=[C:8]([Cl:30])[N:7]=1. Product: [NH2:21][C:14]1[C:15]2[C:20](=[CH:19][CH:18]=[CH:17][CH:16]=2)[C:12]([C:22]2[CH:23]=[C:24]([OH:28])[CH:25]=[CH:26][CH:27]=2)([C:10]2[CH:11]=[C:6]([Cl:5])[N:7]=[C:8]([Cl:30])[CH:9]=2)[N:13]=1. The catalyst class is: 4. (2) Reactant: [CH2:1]=[C:2]1[CH2:8][N:7]([C:9]([O:11][CH2:12][CH3:13])=[O:10])[CH2:6][CH2:5][C:4]2[S:14][CH:15]=[CH:16][C:3]1=2. Product: [CH3:1][CH:2]1[C:3]2[CH:16]=[CH:15][S:14][C:4]=2[CH2:5][CH2:6][N:7]([C:9]([O:11][CH2:12][CH3:13])=[O:10])[CH2:8]1. The catalyst class is: 8. (3) Reactant: [Br:1][C:2]1[C:9]([O:10][CH3:11])=[C:8]([O:12][CH3:13])[CH:7]=[CH:6][C:3]=1[C:4]#[N:5].F[B-](F)(F)F.[O:19]=[N+:20]=[O:21]. Product: [Br:1][C:2]1[C:9]([O:10][CH3:11])=[C:8]([O:12][CH3:13])[CH:7]=[C:6]([N+:20]([O-:21])=[O:19])[C:3]=1[C:4]#[N:5]. The catalyst class is: 10. (4) Product: [Br:17][C:10]1[C:2]([CH3:1])=[C:3]([C:7]([CH3:11])=[CH:8][CH:9]=1)[C:4]([OH:6])=[O:5]. The catalyst class is: 52. Reactant: [CH3:1][C:2]1[CH:10]=[CH:9][CH:8]=[C:7]([CH3:11])[C:3]=1[C:4]([OH:6])=[O:5].CC([O-])=O.[Na+].[Br:17]Br.